This data is from Forward reaction prediction with 1.9M reactions from USPTO patents (1976-2016). The task is: Predict the product of the given reaction. (1) Given the reactants C(OC([N:8]1[CH2:13][CH2:12][CH:11]([C:14]([NH:16][C:17]2[CH:32]=[CH:31][C:30]([I:33])=[CH:29][C:18]=2[C:19]([NH:21][C:22]2[CH:27]=[CH:26][C:25]([Cl:28])=[CH:24][N:23]=2)=[O:20])=[O:15])[CH2:10][CH2:9]1)=O)(C)(C)C.C1(OC)C=CC=CC=1.[F:42][C:43]([F:48])([F:47])[C:44]([OH:46])=[O:45], predict the reaction product. The product is: [F:42][C:43]([F:48])([F:47])[C:44]([OH:46])=[O:45].[Cl:28][C:25]1[CH:26]=[CH:27][C:22]([NH:21][C:19](=[O:20])[C:18]2[CH:29]=[C:30]([I:33])[CH:31]=[CH:32][C:17]=2[NH:16][C:14]([CH:11]2[CH2:10][CH2:9][NH:8][CH2:13][CH2:12]2)=[O:15])=[N:23][CH:24]=1. (2) Given the reactants C[O:2][C:3](=[O:33])[CH:4]([C:10]1[CH:11]=[C:12]([C:23]2[CH:28]=[CH:27][C:26]([C:29]([F:32])([F:31])[F:30])=[CH:25][CH:24]=2)[C:13]([Cl:22])=[C:14]([O:16][CH2:17][C:18]([F:21])([F:20])[F:19])[CH:15]=1)[CH2:5][CH:6]1[CH2:9][CH2:8][CH2:7]1.CCO.[OH-].[K+], predict the reaction product. The product is: [Cl:22][C:13]1[C:12]([C:23]2[CH:24]=[CH:25][C:26]([C:29]([F:32])([F:31])[F:30])=[CH:27][CH:28]=2)=[CH:11][C:10]([CH:4]([CH2:5][CH:6]2[CH2:9][CH2:8][CH2:7]2)[C:3]([OH:33])=[O:2])=[CH:15][C:14]=1[O:16][CH2:17][C:18]([F:19])([F:20])[F:21]. (3) Given the reactants Cl.Cl.[NH:3]1[CH2:9][CH2:8][CH2:7][CH2:6][CH:5]([NH:10][C:11]([NH:13][C:14]2[N:15]=[C:16]3[CH:22]=[CH:21][N:20]([CH2:23][O:24][CH2:25][CH2:26][Si:27]([CH3:30])([CH3:29])[CH3:28])[C:17]3=[N:18][CH:19]=2)=[O:12])[CH2:4]1.[CH3:31][S:32](Cl)(=[O:34])=[O:33], predict the reaction product. The product is: [CH3:31][S:32]([N:3]1[CH2:9][CH2:8][CH2:7][CH2:6][CH:5]([NH:10][C:11]([NH:13][C:14]2[N:15]=[C:16]3[CH:22]=[CH:21][N:20]([CH2:23][O:24][CH2:25][CH2:26][Si:27]([CH3:30])([CH3:29])[CH3:28])[C:17]3=[N:18][CH:19]=2)=[O:12])[CH2:4]1)(=[O:34])=[O:33]. (4) The product is: [CH3:29][N:30]([CH3:44])[C:31]([CH3:43])([CH3:42])[CH2:32][O:33][C:34]1[CH:41]=[CH:40][C:37]([CH2:38][CH2:2][CH2:1][NH:3][C:4]2[CH:9]=[C:8]([O:10][CH3:11])[CH:7]=[CH:6][C:5]=2[C@H:12]2[CH2:21][CH2:20][C:19]3[CH:18]=[C:17]([OH:22])[CH:16]=[CH:15][C:14]=3[CH2:13]2)=[CH:36][CH:35]=1. Given the reactants [CH2:1]([NH:3][C:4]1[CH:9]=[C:8]([O:10][CH3:11])[CH:7]=[CH:6][C:5]=1[C@H:12]1[CH2:21][CH2:20][C:19]2[CH:18]=[C:17]([O:22]C(=O)C(C)(C)C)[CH:16]=[CH:15][C:14]=2[CH2:13]1)[CH3:2].[CH3:29][N:30]([CH3:44])[C:31]([CH3:43])([CH3:42])[CH2:32][O:33][C:34]1[CH:41]=[CH:40][C:37]([CH:38]=O)=[CH:36][CH:35]=1, predict the reaction product. (5) Given the reactants C(O)(C(F)(F)F)=O.[F:8][C:9]([F:34])([F:33])[C:10]1[CH:11]=[N:12][C:13]([N:16]2[CH2:32][CH2:31][C:19]3([CH2:23][N:22](C(OC(C)(C)C)=O)[CH2:21][CH2:20]3)[CH2:18][CH2:17]2)=[N:14][CH:15]=1, predict the reaction product. The product is: [F:33][C:9]([F:8])([F:34])[C:10]1[CH:11]=[N:12][C:13]([N:16]2[CH2:32][CH2:31][C:19]3([CH2:23][NH:22][CH2:21][CH2:20]3)[CH2:18][CH2:17]2)=[N:14][CH:15]=1. (6) Given the reactants [CH3:1][C:2]1[O:6][N:5]=[C:4]([C:7]2[CH:12]=[CH:11][CH:10]=[CH:9][CH:8]=2)[C:3]=1[CH2:13][O:14][C:15]1[CH:24]=[CH:23][C:18]([C:19]([NH:21][NH2:22])=O)=[CH:17][N:16]=1.Cl.[C:26](N)(=[NH:28])[CH3:27], predict the reaction product. The product is: [CH3:1][C:2]1[O:6][N:5]=[C:4]([C:7]2[CH:12]=[CH:11][CH:10]=[CH:9][CH:8]=2)[C:3]=1[CH2:13][O:14][C:15]1[CH:24]=[CH:23][C:18]([C:19]2[NH:28][C:26]([CH3:27])=[N:22][N:21]=2)=[CH:17][N:16]=1. (7) Given the reactants C1C=CC(P(C2C=CC3C(=CC=CC=3)C=2C2C3C(=CC=CC=3)C=CC=2P(C2C=CC=CC=2)C2C=CC=CC=2)C2C=CC=CC=2)=CC=1.S(=O)(=O)(O)O.Cl[C:53]1[N:58]=[C:57]([C:59]2[CH:60]=[N:61][CH:62]=[C:63]([Cl:65])[CH:64]=2)[C:56]2[N:66]([CH:69]([C@H:71]3[CH2:76][CH2:75][C@H:74]([CH3:77])[CH2:73][CH2:72]3)[CH3:70])[CH:67]=[N:68][C:55]=2[CH:54]=1.[CH3:78][N:79](C)C(=O)C, predict the reaction product. The product is: [Cl:65][C:63]1[CH:64]=[C:59]([C:57]2[C:56]3[N:66]([CH:69]([C@H:71]4[CH2:76][CH2:75][C@H:74]([CH3:77])[CH2:73][CH2:72]4)[CH3:70])[CH:67]=[N:68][C:55]=3[CH:54]=[C:53]([C:78]#[N:79])[N:58]=2)[CH:60]=[N:61][CH:62]=1. (8) Given the reactants [Br:1][C:2]1[CH:3]=[C:4]([C:8]2[S:12][C:11]([NH:13]C(=O)C(C)(C)C)=[N:10][CH:9]=2)[CH:5]=[N:6][CH:7]=1, predict the reaction product. The product is: [Br:1][C:2]1[CH:3]=[C:4]([C:8]2[S:12][C:11]([NH2:13])=[N:10][CH:9]=2)[CH:5]=[N:6][CH:7]=1.